Dataset: Reaction yield outcomes from USPTO patents with 853,638 reactions. Task: Predict the reaction yield, written as a fraction of the theoretical maximum amount of product (1.0 means a 100% yield; for example, 0.34 means a 34% yield). (1) The reactants are C(OC([N:8]1[CH2:13][CH2:12][N:11]([C:14]2[C:19]([Cl:20])=[C:18]([Cl:21])[N:17]=[C:16]([NH:22][CH3:23])[N:15]=2)[CH2:10][CH2:9]1)=O)(C)(C)C.[ClH:24]. The catalyst is C(OC(=O)C)C. The product is [ClH:20].[ClH:24].[Cl:21][C:18]1[C:19]([Cl:20])=[C:14]([N:11]2[CH2:12][CH2:13][NH:8][CH2:9][CH2:10]2)[N:15]=[C:16]([NH:22][CH3:23])[N:17]=1. The yield is 1.00. (2) The reactants are [C:1]([CH2:3][O:4][C:5]1[C:13]2[CH:12]([CH2:14][C:15]([O:17]CC)=[O:16])[O:11][B:10]([OH:20])[C:9]=2[CH:8]=[C:7]([O:21][C:22]2[CH:27]=[N:26][CH:25]=[CH:24][N:23]=2)[CH:6]=1)#N.[OH-:28].[Li+].Cl.[CH3:31][CH2:32][OH:33]. The catalyst is O. The product is [CH2:32]([O:33][C:1](=[O:28])[CH2:3][O:4][C:5]1[C:13]2[CH:12]([CH2:14][C:15]([OH:17])=[O:16])[O:11][B:10]([OH:20])[C:9]=2[CH:8]=[C:7]([O:21][C:22]2[CH:27]=[N:26][CH:25]=[CH:24][N:23]=2)[CH:6]=1)[CH3:31]. The yield is 0.260. (3) The reactants are [N:1]([C:4]1[CH:5]=[CH:6][C:7]([CH3:10])=[N:8][CH:9]=1)=[C:2]=[O:3].C([O-])(O)=O.[Na+].[NH2:16][C:17]1[CH:18]=[C:19]([CH:35]=[CH:36][CH:37]=1)[CH2:20][CH2:21][N:22]1[CH2:27][CH2:26][N:25]([C:28]([O:30][C:31]([CH3:34])([CH3:33])[CH3:32])=[O:29])[CH2:24][CH2:23]1. The catalyst is CCOC(C)=O. The product is [CH3:10][C:7]1[N:8]=[CH:9][C:4]([NH:1][C:2](=[O:3])[NH:16][C:17]2[CH:18]=[C:19]([CH:35]=[CH:36][CH:37]=2)[CH2:20][CH2:21][N:22]2[CH2:23][CH2:24][N:25]([C:28]([O:30][C:31]([CH3:33])([CH3:34])[CH3:32])=[O:29])[CH2:26][CH2:27]2)=[CH:5][CH:6]=1. The yield is 0.630. (4) The reactants are NC1N(C2CNC2)N=C(C2C=CC(OC3C=CC=CC=3)=CC=2)C=1C#N.[NH2:26][C:27]1[N:31]([CH:32]2CC[CH2:35][NH:34][CH2:33]2)[N:30]=[C:29]([C:38]2[CH:43]=[CH:42][C:41]([O:44][C:45]3[CH:50]=[CH:49][CH:48]=[CH:47][CH:46]=3)=[CH:40][CH:39]=2)[C:28]=1[C:51]([NH2:53])=[O:52]. No catalyst specified. The product is [NH2:26][C:27]1[N:31]([CH:32]2[CH2:33][NH:34][CH2:35]2)[N:30]=[C:29]([C:38]2[CH:43]=[CH:42][C:41]([O:44][C:45]3[CH:50]=[CH:49][CH:48]=[CH:47][CH:46]=3)=[CH:40][CH:39]=2)[C:28]=1[C:51]([NH2:53])=[O:52]. The yield is 0.200. (5) The product is [CH2:1]([N:27]([CH3:26])[C:17]1[CH:16]=[CH:15][C:12]([CH:13]=[O:14])=[C:11]([Br:10])[CH:18]=1)[C:2]1[CH:3]=[CH:4][CH:5]=[CH:6][CH:7]=1. The reactants are [CH2:1](CN)[C:2]1[CH:7]=[CH:6][CH:5]=[CH:4][CH:3]=1.[Br:10][C:11]1[CH:18]=[C:17](F)[CH:16]=[CH:15][C:12]=1[CH:13]=[O:14].C([O-])([O-])=O.[K+].[K+].[CH3:26][N:27](C=O)C. No catalyst specified. The yield is 0.790. (6) The catalyst is O1CCOCC1. The reactants are C(OC([N:8]1[CH2:13][CH2:12][CH:11]([NH:14][CH2:15][CH:16]([OH:25])[C:17]2[CH:22]=[CH:21][N:20]=[C:19]([S:23][CH3:24])[N:18]=2)[CH2:10][CH2:9]1)=O)(C)(C)C.CCOC(C)=O.[ClH:32]. The product is [ClH:32].[ClH:32].[CH3:24][S:23][C:19]1[N:18]=[C:17]([CH:16]([OH:25])[CH2:15][NH:14][CH:11]2[CH2:10][CH2:9][NH:8][CH2:13][CH2:12]2)[CH:22]=[CH:21][N:20]=1. The yield is 0.932.